Dataset: Peptide-MHC class II binding affinity with 134,281 pairs from IEDB. Task: Regression. Given a peptide amino acid sequence and an MHC pseudo amino acid sequence, predict their binding affinity value. This is MHC class II binding data. The peptide sequence is EEIITLNSYGSFQEF. The MHC is DRB1_1302 with pseudo-sequence DRB1_1302. The binding affinity (normalized) is 0.932.